Dataset: Reaction yield outcomes from USPTO patents with 853,638 reactions. Task: Predict the reaction yield, written as a fraction of the theoretical maximum amount of product (1.0 means a 100% yield; for example, 0.34 means a 34% yield). (1) The reactants are [F:1][C:2]([F:12])([F:11])[O:3][C:4]1[CH:5]=[C:6]([CH:8]=[CH:9][CH:10]=1)[NH2:7].[F:13][C:14]([F:19])([F:18])[CH:15]1[O:17][CH2:16]1. No catalyst specified. The product is [F:1][C:2]([F:11])([F:12])[O:3][C:4]1[CH:5]=[C:6]([NH:7][CH2:16][CH:15]([OH:17])[C:14]([F:19])([F:18])[F:13])[CH:8]=[CH:9][CH:10]=1. The yield is 0.880. (2) The reactants are [CH3:1][C:2]1[C:3]([CH2:14][S:15]([C:17]2[NH:21][C:20]3[CH:22]=[CH:23][CH:24]=[CH:25][C:19]=3[N:18]=2)=[O:16])=[N:4][CH:5]=[CH:6][C:7]=1[O:8][CH2:9][C:10]([F:13])([F:12])[F:11].[H-].[Na+].C1(C)C=CC(S(CCOC(=O)C)(=O)=O)=CC=1.[C:44]1([CH3:70])[CH:49]=[CH:48][C:47]([S:50]([CH2:53][CH2:54][O:55][C:56](=[O:69])[CH2:57][O:58][C:59]2[CH:64]=[CH:63][C:62]([S:65](Cl)(=[O:67])=[O:66])=[CH:61][CH:60]=2)(=[O:52])=[O:51])=[CH:46][CH:45]=1.C([O-])(O)=O.[Na+].ClS([O-])(=O)=O. The catalyst is C(Cl)Cl. The product is [C:44]1([CH3:70])[CH:49]=[CH:48][C:47]([S:50]([CH2:53][CH2:54][O:55][C:56](=[O:69])[CH2:57][O:58][C:59]2[CH:64]=[CH:63][C:62]([S:65]([N:21]3[C:20]4[CH:22]=[CH:23][CH:24]=[CH:25][C:19]=4[N:18]=[C:17]3[S:15]([CH2:14][C:3]3[C:2]([CH3:1])=[C:7]([O:8][CH2:9][C:10]([F:13])([F:11])[F:12])[CH:6]=[CH:5][N:4]=3)=[O:16])(=[O:66])=[O:67])=[CH:61][CH:60]=2)(=[O:52])=[O:51])=[CH:46][CH:45]=1. The yield is 0.940. (3) The reactants are Cl[C:2]1[N:10]=[C:9]2[C:5]([N:6]=[C:7]([CH2:12][N:13]3[CH2:18][CH2:17][CH:16]([N:19]4[CH2:24][CH2:23][O:22][CH2:21][CH2:20]4)[CH2:15][CH2:14]3)[N:8]2[CH3:11])=[C:4]([N:25]2[CH2:30][CH2:29][O:28][CH2:27][CH2:26]2)[N:3]=1.CC1(C)C(C)(C)OB([C:39]2[C:48]3[C:43](=[CH:44][CH:45]=[CH:46][CH:47]=3)[C:42]([NH2:49])=[N:41][CH:40]=2)O1.C([O-])([O-])=O.[Na+].[Na+]. The catalyst is C1(C)C=CC=CC=1.C(O)C.CCOC(C)=O.O.C1C=CC([P]([Pd]([P](C2C=CC=CC=2)(C2C=CC=CC=2)C2C=CC=CC=2)([P](C2C=CC=CC=2)(C2C=CC=CC=2)C2C=CC=CC=2)[P](C2C=CC=CC=2)(C2C=CC=CC=2)C2C=CC=CC=2)(C2C=CC=CC=2)C2C=CC=CC=2)=CC=1. The product is [CH3:11][N:8]1[C:7]([CH2:12][N:13]2[CH2:14][CH2:15][CH:16]([N:19]3[CH2:24][CH2:23][O:22][CH2:21][CH2:20]3)[CH2:17][CH2:18]2)=[N:6][C:5]2[C:9]1=[N:10][C:2]([C:39]1[C:48]3[C:43](=[CH:44][CH:45]=[CH:46][CH:47]=3)[C:42]([NH2:49])=[N:41][CH:40]=1)=[N:3][C:4]=2[N:25]1[CH2:30][CH2:29][O:28][CH2:27][CH2:26]1. The yield is 0.140.